From a dataset of NCI-60 drug combinations with 297,098 pairs across 59 cell lines. Regression. Given two drug SMILES strings and cell line genomic features, predict the synergy score measuring deviation from expected non-interaction effect. (1) Drug 1: C1=NC2=C(N1)C(=S)N=C(N2)N. Drug 2: CC12CCC3C(C1CCC2OP(=O)(O)O)CCC4=C3C=CC(=C4)OC(=O)N(CCCl)CCCl.[Na+]. Cell line: SK-MEL-5. Synergy scores: CSS=30.4, Synergy_ZIP=-8.24, Synergy_Bliss=-8.24, Synergy_Loewe=-27.9, Synergy_HSA=-9.27. (2) Drug 1: CN(C)C1=NC(=NC(=N1)N(C)C)N(C)C. Drug 2: C1=CN(C(=O)N=C1N)C2C(C(C(O2)CO)O)O.Cl. Cell line: U251. Synergy scores: CSS=4.66, Synergy_ZIP=-3.53, Synergy_Bliss=1.96, Synergy_Loewe=-24.3, Synergy_HSA=-0.237.